Dataset: Peptide-MHC class I binding affinity with 185,985 pairs from IEDB/IMGT. Task: Regression. Given a peptide amino acid sequence and an MHC pseudo amino acid sequence, predict their binding affinity value. This is MHC class I binding data. The peptide sequence is KRASGDPYF. The MHC is HLA-B58:01 with pseudo-sequence HLA-B58:01. The binding affinity (normalized) is 0.197.